Dataset: Full USPTO retrosynthesis dataset with 1.9M reactions from patents (1976-2016). Task: Predict the reactants needed to synthesize the given product. Given the product [CH3:1][O:2][C:3]1[CH:4]=[CH:5][C:6]([CH2:7][N:8]([CH3:17])[CH:9]2[CH2:14][CH2:13][N:12]([C:22]3[CH:27]=[CH:26][N:25]=[CH:24][CH:23]=3)[CH2:11][C:10]2([CH3:16])[CH3:15])=[CH:18][CH:19]=1, predict the reactants needed to synthesize it. The reactants are: [CH3:1][O:2][C:3]1[CH:19]=[CH:18][C:6]([CH2:7][N:8]([CH3:17])[CH:9]2[CH2:14][CH2:13][NH:12][CH2:11][C:10]2([CH3:16])[CH3:15])=[CH:5][CH:4]=1.Cl.Br[C:22]1[CH:27]=[CH:26][N:25]=[CH:24][CH:23]=1.CCN(C(C)C)C(C)C.